Task: Predict which catalyst facilitates the given reaction.. Dataset: Catalyst prediction with 721,799 reactions and 888 catalyst types from USPTO (1) Reactant: FC(F)(F)C(O)=O.[Cl:8][C:9]1[CH:14]=[CH:13][CH:12]=[C:11]([C:15]([F:18])([F:17])[F:16])[C:10]=1[CH2:19][N:20]1[CH2:24][C@@H:23]([CH3:25])[C@@:22]([CH2:42][C:43]([O:45]C(C)(C)C)=[O:44])([C:26](=[O:41])[NH:27][CH:28]2[CH2:33][CH2:32][N:31]([CH2:34][C:35]3[CH2:40][CH2:39][CH2:38][CH2:37][CH:36]=3)[CH2:30][CH2:29]2)[CH2:21]1. Product: [Cl:8][C:9]1[CH:14]=[CH:13][CH:12]=[C:11]([C:15]([F:16])([F:18])[F:17])[C:10]=1[CH2:19][N:20]1[CH2:24][C@@H:23]([CH3:25])[C@@:22]([CH2:42][C:43]([OH:45])=[O:44])([C:26](=[O:41])[NH:27][CH:28]2[CH2:33][CH2:32][N:31]([CH2:34][C:35]3[CH2:40][CH2:39][CH2:38][CH2:37][CH:36]=3)[CH2:30][CH2:29]2)[CH2:21]1. The catalyst class is: 4. (2) Reactant: CS(O[CH2:6][C:7]1[N:19]=[C:18]2[N:9]([C:10]([NH:25][CH2:26][C:27]3[CH:32]=[CH:31][C:30]([O:33][CH3:34])=[CH:29][C:28]=3[O:35][CH3:36])=[N:11][C:12]3[C:17]2=[CH:16][CH:15]=[C:14]2[O:20][C:21]([F:24])([F:23])[O:22][C:13]=32)[N:8]=1)(=O)=O.[NH:37]1[CH:41]=[CH:40][CH:39]=[N:38]1.C(=O)([O-])[O-].[K+].[K+].[I-].[K+]. Product: [N:37]1([CH2:6][C:7]2[N:19]=[C:18]3[N:9]([C:10]([NH:25][CH2:26][C:27]4[CH:32]=[CH:31][C:30]([O:33][CH3:34])=[CH:29][C:28]=4[O:35][CH3:36])=[N:11][C:12]4[C:17]3=[CH:16][CH:15]=[C:14]3[O:20][C:21]([F:24])([F:23])[O:22][C:13]=43)[N:8]=2)[CH:41]=[CH:40][CH:39]=[N:38]1. The catalyst class is: 192. (3) Reactant: [C:1]([C:5]1[CH:23]=[C:8]2[N:9]=[C:10]([CH3:22])[C:11]([CH:14]([CH2:19][CH2:20][CH3:21])[C:15]([O:17][CH3:18])=[O:16])=[C:12](Cl)[N:7]2[N:6]=1)([CH3:4])([CH3:3])[CH3:2].[CH2:24]([C:26]1[CH:31]=[CH:30][C:29](B(O)O)=[CH:28][CH:27]=1)[CH3:25].C(N(C(C)C)CC)(C)C. Product: [C:1]([C:5]1[CH:23]=[C:8]2[N:9]=[C:10]([CH3:22])[C:11]([CH:14]([CH2:19][CH2:20][CH3:21])[C:15]([O:17][CH3:18])=[O:16])=[C:12]([C:29]3[CH:30]=[CH:31][C:26]([CH2:24][CH3:25])=[CH:27][CH:28]=3)[N:7]2[N:6]=1)([CH3:4])([CH3:3])[CH3:2]. The catalyst class is: 149. (4) Reactant: [C-:1]#[N:2].[K+].Br[CH2:5][C:6]1[N:10]([C:11]2[CH:12]=[N:13][CH:14]=[CH:15][CH:16]=2)[N:9]=[C:8]([C:17]2[CH:22]=[CH:21][CH:20]=[CH:19][CH:18]=2)[N:7]=1.O. Product: [C:17]1([C:8]2[N:7]=[C:6]([CH2:5][C:1]#[N:2])[N:10]([C:11]3[CH:12]=[N:13][CH:14]=[CH:15][CH:16]=3)[N:9]=2)[CH:22]=[CH:21][CH:20]=[CH:19][CH:18]=1. The catalyst class is: 16. (5) Reactant: [CH3:1][C:2]([CH3:15])=[CH:3][CH2:4][NH:5][C:6]1[N:14]=[CH:13][N:12]=[C:11]2[C:7]=1[NH:8][CH:9]=[N:10]2.Br[CH2:17][CH2:18][Cl:19].C([O-])([O-])=O.[K+].[K+]. Product: [CH3:1][C:2]([CH3:15])=[CH:3][CH2:4][NH:5][C:6]1[N:14]=[CH:13][N:12]=[C:11]2[C:7]=1[N:8]=[CH:9][N:10]2[CH2:17][CH2:18][Cl:19]. The catalyst class is: 16. (6) Reactant: [Br:1][C:2]1[CH:3]=[C:4]([CH:21]=[C:22]([CH:24]=[O:25])[CH:23]=1)[CH2:5][O:6][C:7]1[CH:12]=[CH:11][CH:10]=[CH:9][C:8]=1[CH2:13][C:14]([O:16][C:17]([CH3:20])([CH3:19])[CH3:18])=[O:15].[CH:26]1([Mg]Cl)[CH2:31][CH2:30][CH2:29][CH2:28][CH2:27]1. Product: [Br:1][C:2]1[CH:3]=[C:4]([CH:21]=[C:22]([CH:24]([CH:26]2[CH2:31][CH2:30][CH2:29][CH2:28][CH2:27]2)[OH:25])[CH:23]=1)[CH2:5][O:6][C:7]1[CH:12]=[CH:11][CH:10]=[CH:9][C:8]=1[CH2:13][C:14]([O:16][C:17]([CH3:20])([CH3:19])[CH3:18])=[O:15]. The catalyst class is: 1.